This data is from Reaction yield outcomes from USPTO patents with 853,638 reactions. The task is: Predict the reaction yield, written as a fraction of the theoretical maximum amount of product (1.0 means a 100% yield; for example, 0.34 means a 34% yield). (1) The yield is 0.940. The reactants are [CH3:1][O:2][C:3]1[CH:4]=[C:5]2[C:10](=[CH:11][CH:12]=1)[CH:9]=[C:8]([C:13]([OH:15])=[O:14])[CH:7]=[CH:6]2.S(=O)(=O)(O)O.[CH3:21]O. The product is [CH3:21][O:14][C:13]([C:8]1[CH:7]=[CH:6][C:5]2[C:10](=[CH:11][CH:12]=[C:3]([O:2][CH3:1])[CH:4]=2)[CH:9]=1)=[O:15]. No catalyst specified. (2) The reactants are [Si:1]([O:8][C@@H:9]([C:25]1[CH:30]=[CH:29][CH:28]=[CH:27][C:26]=1[C:31]1[CH:36]=[CH:35][C:34]([Cl:37])=[CH:33][CH:32]=1)[CH:10]1[CH2:15][CH2:14][N:13]([C:16]2[CH:24]=[CH:23][C:19]([C:20]([OH:22])=O)=[CH:18][CH:17]=2)[CH2:12][CH2:11]1)([C:4]([CH3:7])([CH3:6])[CH3:5])([CH3:3])[CH3:2].[O:38]1[CH2:43][CH2:42][N:41]([CH2:44][CH2:45][C@@H:46]([NH:55][C:56]2[CH:61]=[CH:60][C:59]([S:62]([NH2:65])(=[O:64])=[O:63])=[CH:58][C:57]=2[N+:66]([O-:68])=[O:67])[CH2:47][S:48][C:49]2[CH:54]=[CH:53][CH:52]=[CH:51][CH:50]=2)[CH2:40][CH2:39]1. No catalyst specified. The product is [Si:1]([O:8][C@@H:9]([C:25]1[CH:30]=[CH:29][CH:28]=[CH:27][C:26]=1[C:31]1[CH:32]=[CH:33][C:34]([Cl:37])=[CH:35][CH:36]=1)[CH:10]1[CH2:15][CH2:14][N:13]([C:16]2[CH:24]=[CH:23][C:19]([C:20]([NH:65][S:62]([C:59]3[CH:60]=[CH:61][C:56]([NH:55][C@H:46]([CH2:45][CH2:44][N:41]4[CH2:40][CH2:39][O:38][CH2:43][CH2:42]4)[CH2:47][S:48][C:49]4[CH:50]=[CH:51][CH:52]=[CH:53][CH:54]=4)=[C:57]([N+:66]([O-:68])=[O:67])[CH:58]=3)(=[O:64])=[O:63])=[O:22])=[CH:18][CH:17]=2)[CH2:12][CH2:11]1)([C:4]([CH3:7])([CH3:6])[CH3:5])([CH3:3])[CH3:2]. The yield is 0.750. (3) The product is [CH2:24]([S:31][CH:32]([CH:35]([O:36][CH3:37])[O:38][CH3:39])[CH2:33][NH:34][C:21]([C:5]1[NH:6][C:7]2[C:3]([CH:4]=1)=[C:2]([CH3:1])[CH:10]=[CH:9][C:8]=2[N:11]([CH3:20])[S:12]([C:15]1[S:16][CH:17]=[CH:18][CH:19]=1)(=[O:13])=[O:14])=[O:22])[C:25]1[CH:30]=[CH:29][CH:28]=[CH:27][CH:26]=1. The yield is 0.970. The reactants are [CH3:1][C:2]1[CH:10]=[CH:9][C:8]([N:11]([CH3:20])[S:12]([C:15]2[S:16][CH:17]=[CH:18][CH:19]=2)(=[O:14])=[O:13])=[C:7]2[C:3]=1[CH:4]=[C:5]([C:21](O)=[O:22])[NH:6]2.[CH2:24]([S:31][CH:32]([CH:35]([O:38][CH3:39])[O:36][CH3:37])[CH2:33][NH2:34])[C:25]1[CH:30]=[CH:29][CH:28]=[CH:27][CH:26]=1.C(N(C(C)C)C(C)C)C.F[P-](F)(F)(F)(F)F.N1(OC(N(C)C)=[N+](C)C)C2N=CC=CC=2N=N1. The catalyst is CN(C)C=O.C(OCC)(=O)C. (4) The reactants are Br[CH:2]([C:14]1[CH:19]=[CH:18][CH:17]=[CH:16][CH:15]=1)[C:3]([C:5]1[C:13]2[C:8](=[CH:9][CH:10]=[CH:11][CH:12]=2)[NH:7][CH:6]=1)=[O:4].[CH3:20][O:21][C:22]1[CH:27]=[C:26]([NH2:28])[CH:25]=[C:24]([O:29][CH3:30])[N:23]=1. The catalyst is C(#N)C. The product is [CH3:30][O:29][C:24]1[CH:25]=[C:26]([NH:28][CH:2]([C:14]2[CH:19]=[CH:18][CH:17]=[CH:16][CH:15]=2)[C:3]([C:5]2[C:13]3[C:8](=[CH:9][CH:10]=[CH:11][CH:12]=3)[NH:7][CH:6]=2)=[O:4])[CH:27]=[C:22]([O:21][CH3:20])[N:23]=1. The yield is 0.410. (5) The reactants are O[CH2:2][C:3]1[CH:12]=[N:11][C:10]2[N:9]3[CH2:13][CH2:14][CH2:15][C@H:8]3[C:7](=[O:16])[NH:6][C:5]=2[CH:4]=1.Cl.[F:18][C:19]1[CH:20]=[C:21]([CH:28]=[CH:29][C:30]=1[N:31]1[CH2:36][CH2:35][NH:34][CH2:33][CH2:32]1)[C:22]([NH:24][CH:25]([CH3:27])[CH3:26])=[O:23].[I-].C(C[P+](C)(C)C)#N.C(N(CC)C(C)C)(C)C. The catalyst is C(#N)CC. The product is [F:18][C:19]1[CH:20]=[C:21]([CH:28]=[CH:29][C:30]=1[N:31]1[CH2:32][CH2:33][N:34]([CH2:2][C:3]2[CH:12]=[N:11][C:10]3[N:9]4[CH2:13][CH2:14][CH2:15][C@H:8]4[C:7](=[O:16])[NH:6][C:5]=3[CH:4]=2)[CH2:35][CH2:36]1)[C:22]([NH:24][CH:25]([CH3:27])[CH3:26])=[O:23]. The yield is 0.336. (6) The reactants are [N+:1]([C:4]1[CH:9]=[CH:8][C:7]([C:10]2[CH2:11][CH2:12][S:13](=[O:17])(=[O:16])[CH2:14][CH:15]=2)=[CH:6][CH:5]=1)([O-])=O. The catalyst is CO.[Pd]. The product is [O:16]=[S:13]1(=[O:17])[CH2:14][CH2:15][CH:10]([C:7]2[CH:8]=[CH:9][C:4]([NH2:1])=[CH:5][CH:6]=2)[CH2:11][CH2:12]1. The yield is 0.700. (7) The reactants are [C:1]1([S:7]([N:10]2[C:14]3=[N:15][CH:16]=[C:17]([C:19]([F:22])([F:21])[F:20])[CH:18]=[C:13]3[CH:12]=[C:11]2[CH:23]([OH:30])[CH2:24][CH:25]2[CH2:29][CH2:28][CH2:27][CH2:26]2)(=[O:9])=[O:8])[CH:6]=[CH:5][CH:4]=[CH:3][CH:2]=1.CC(OI1(OC(C)=O)(OC(C)=O)OC(=O)C2C=CC=CC1=2)=O. The catalyst is ClCCl. The product is [C:1]1([S:7]([N:10]2[C:14]3=[N:15][CH:16]=[C:17]([C:19]([F:22])([F:21])[F:20])[CH:18]=[C:13]3[CH:12]=[C:11]2[C:23](=[O:30])[CH2:24][CH:25]2[CH2:29][CH2:28][CH2:27][CH2:26]2)(=[O:8])=[O:9])[CH:2]=[CH:3][CH:4]=[CH:5][CH:6]=1. The yield is 1.00.